This data is from Reaction yield outcomes from USPTO patents with 853,638 reactions. The task is: Predict the reaction yield, written as a fraction of the theoretical maximum amount of product (1.0 means a 100% yield; for example, 0.34 means a 34% yield). The reactants are [C:1]([C:4]1[CH:5]=[N:6][C:7]2[C:12]([C:13]=1[NH:14][C:15]1[CH:16]=[CH:17][C:18]([N:21]3[CH2:26][CH2:25][CH2:24][C@@H:23]([NH:27][C:28](=[O:34])[O:29][C:30]([CH3:33])([CH3:32])[CH3:31])[CH2:22]3)=[N:19][CH:20]=1)=[N:11][C:10](Cl)=[CH:9][CH:8]=2)(=[O:3])[CH3:2].[Cl:36][C:37]1[CH:42]=[C:41](B2OC(C)(C)C(C)(C)O2)[CH:40]=[C:39]([Cl:52])[C:38]=1[OH:53]. No catalyst specified. The product is [C:1]([C:4]1[CH:5]=[N:6][C:7]2[C:12]([C:13]=1[NH:14][C:15]1[CH:16]=[CH:17][C:18]([N:21]3[CH2:26][CH2:25][CH2:24][C@@H:23]([NH:27][C:28](=[O:34])[O:29][C:30]([CH3:33])([CH3:32])[CH3:31])[CH2:22]3)=[N:19][CH:20]=1)=[N:11][C:10]([C:41]1[CH:40]=[C:39]([Cl:52])[C:38]([OH:53])=[C:37]([Cl:36])[CH:42]=1)=[CH:9][CH:8]=2)(=[O:3])[CH3:2]. The yield is 0.850.